Dataset: Full USPTO retrosynthesis dataset with 1.9M reactions from patents (1976-2016). Task: Predict the reactants needed to synthesize the given product. The reactants are: [F:1][C:2]1[CH:20]=[C:19]([N+:21]([O-])=O)[CH:18]=[CH:17][C:3]=1[N:4]([CH2:11][CH2:12][CH2:13][CH2:14][CH2:15][CH3:16])[CH2:5][CH2:6][CH2:7][CH2:8][CH2:9][CH3:10]. Given the product [F:1][C:2]1[CH:20]=[C:19]([NH2:21])[CH:18]=[CH:17][C:3]=1[N:4]([CH2:11][CH2:12][CH2:13][CH2:14][CH2:15][CH3:16])[CH2:5][CH2:6][CH2:7][CH2:8][CH2:9][CH3:10], predict the reactants needed to synthesize it.